Task: Regression. Given two drug SMILES strings and cell line genomic features, predict the synergy score measuring deviation from expected non-interaction effect.. Dataset: NCI-60 drug combinations with 297,098 pairs across 59 cell lines Drug 1: CCCCCOC(=O)NC1=NC(=O)N(C=C1F)C2C(C(C(O2)C)O)O. Drug 2: CC1=C2C(C(=O)C3(C(CC4C(C3C(C(C2(C)C)(CC1OC(=O)C(C(C5=CC=CC=C5)NC(=O)C6=CC=CC=C6)O)O)OC(=O)C7=CC=CC=C7)(CO4)OC(=O)C)O)C)OC(=O)C. Cell line: MOLT-4. Synergy scores: CSS=14.1, Synergy_ZIP=1.56, Synergy_Bliss=-0.558, Synergy_Loewe=-40.4, Synergy_HSA=-0.767.